Binary Classification. Given a drug SMILES string, predict its activity (active/inactive) in a high-throughput screening assay against a specified biological target. From a dataset of M1 muscarinic receptor agonist screen with 61,833 compounds. (1) The drug is Clc1cc(CSc2n3c(=NC(CCC(=O)NCc4occc4)C3=O)c3c(n2)cccc3)ccc1. The result is 0 (inactive). (2) The molecule is FC(F)(F)C1(O)C2=C(N(C1=O)Cc1occc1)CC(CC2=O)(C)C. The result is 0 (inactive). (3) The drug is O=C1N(C(C(CC1)C(=O)NCc1occc1)c1ccc(OC)cc1)c1ccc(OC)cc1. The result is 0 (inactive). (4) The drug is Clc1c(CN2CCC(N3CCCCC3)(CC2)C(=O)N)cccc1. The result is 0 (inactive). (5) The molecule is s1c(C(=O)Nc2cc(OC)c(OC)cc2)ccc1. The result is 0 (inactive).